Dataset: Full USPTO retrosynthesis dataset with 1.9M reactions from patents (1976-2016). Task: Predict the reactants needed to synthesize the given product. (1) Given the product [F:13][CH:14]([F:24])[O:15][C:16]1[CH:21]=[CH:20][CH:19]=[CH:18][C:17]=1[CH2:22][NH:23][C:2]1[CH:3]=[C:4]([CH:7]=[CH:8][C:9]=1[N+:10]([O-:12])=[O:11])[C:5]#[N:6], predict the reactants needed to synthesize it. The reactants are: F[C:2]1[CH:3]=[C:4]([CH:7]=[CH:8][C:9]=1[N+:10]([O-:12])=[O:11])[C:5]#[N:6].[F:13][CH:14]([F:24])[O:15][C:16]1[CH:21]=[CH:20][CH:19]=[CH:18][C:17]=1[CH2:22][NH2:23].C([O-])([O-])=O.[K+].[K+]. (2) Given the product [C:23]([C:28]1[N:8]([CH2:9][CH:10]2[CH2:15][CH2:14][C:13]([F:17])([F:16])[CH2:12][CH2:11]2)[C:7]2[CH:6]=[CH:5][C:4]([NH:18][C:19](=[O:21])[CH3:20])=[CH:3][C:2]=2[N:1]=1)([CH3:27])([CH3:24])[CH3:22], predict the reactants needed to synthesize it. The reactants are: [NH2:1][C:2]1[CH:3]=[C:4]([NH:18][C:19](=[O:21])[CH3:20])[CH:5]=[CH:6][C:7]=1[NH:8][CH2:9][CH:10]1[CH2:15][CH2:14][C:13]([F:17])([F:16])[CH2:12][CH2:11]1.[CH3:22][C:23]([CH3:28])([CH3:27])[C:24](Cl)=O. (3) Given the product [F:1][C:2]1[CH:10]=[C:9]([F:11])[C:8]([F:12])=[CH:7][C:3]=1[C:4]([N:14]([CH2:15][CH2:16][OH:17])[CH3:13])=[O:5], predict the reactants needed to synthesize it. The reactants are: [F:1][C:2]1[CH:10]=[C:9]([F:11])[C:8]([F:12])=[CH:7][C:3]=1[C:4](Cl)=[O:5].[CH3:13][NH:14][CH2:15][CH2:16][OH:17]. (4) The reactants are: Cl[C:2]1[N:7]=[N:6][C:5]([NH2:8])=[CH:4][CH:3]=1.Cl.[F:10][C:11]1[CH:16]=[CH:15][C:14]([C:17]([CH:19]2[CH2:24][CH2:23][NH:22][CH2:21][CH2:20]2)=[O:18])=[CH:13][CH:12]=1. Given the product [NH2:8][C:5]1[N:6]=[N:7][C:2]([N:22]2[CH2:23][CH2:24][CH:19]([C:17]([C:14]3[CH:15]=[CH:16][C:11]([F:10])=[CH:12][CH:13]=3)=[O:18])[CH2:20][CH2:21]2)=[CH:3][CH:4]=1, predict the reactants needed to synthesize it. (5) The reactants are: CC(OC(/N=N/C(OC(C)C)=O)=O)C.C[O:16][C:17](=[O:24])[C@@H:18]1[C@H:22](O)[CH2:21][CH2:20][NH:19]1.C1(P(C2C=CC=CC=2)C2C=CC=CC=2)C=CC=CC=1.C1(P([N:58]=[N+:59]=[N-:60])(C2C=CC=CC=2)=O)C=CC=CC=1. Given the product [N:58]([C@H:22]1[CH2:21][CH2:20][NH:19][C@@H:18]1[C:17]([OH:16])=[O:24])=[N+:59]=[N-:60], predict the reactants needed to synthesize it. (6) Given the product [CH3:23][O:22][C:16]1[C:15]2[C:19](=[CH:20][CH:21]=[C:13]([C:6]([C:7]3[CH:8]=[CH:9][CH:10]=[CH:11][CH:12]=3)=[CH:5][C:4]([NH:41][CH3:40])=[O:3])[CH:14]=2)[NH:18][N:17]=1, predict the reactants needed to synthesize it. The reactants are: C([O:3][C:4](=O)[CH:5]=[C:6]([C:13]1[CH:14]=[C:15]2[C:19](=[CH:20][CH:21]=1)[NH:18][N:17]=[C:16]2[O:22][CH3:23])[C:7]1[CH:12]=[CH:11][CH:10]=[CH:9][CH:8]=1)C.C(OC(=O)C=C(C1C=CC=C2C=1C(C#N)=[CH:40][NH:41]2)C1C=CC=CC=1)C. (7) The reactants are: [Cl:1][C:2]1[CH:7]=[CH:6][N:5]=[C:4]2[CH:8]=[CH:9][S:10][C:3]=12.[Li]CCCC.CN([CH:19]=[O:20])C. Given the product [Cl:1][C:2]1[CH:7]=[CH:6][N:5]=[C:4]2[CH:8]=[C:9]([CH:19]=[O:20])[S:10][C:3]=12, predict the reactants needed to synthesize it.